From a dataset of Forward reaction prediction with 1.9M reactions from USPTO patents (1976-2016). Predict the product of the given reaction. (1) Given the reactants Br[C:2]1[C:3]([O:12][CH2:13][CH:14]([F:16])[F:15])=[N:4][CH:5]=[C:6]([CH:11]=1)[C:7]([O:9][CH3:10])=[O:8].[CH:17]1(B(O)O)[CH2:19][CH2:18]1.C1(P(C2CCCCC2)C2CCCCC2)CCCCC1.P([O-])([O-])([O-])=O.[K+].[K+].[K+], predict the reaction product. The product is: [CH:17]1([C:2]2[C:3]([O:12][CH2:13][CH:14]([F:16])[F:15])=[N:4][CH:5]=[C:6]([CH:11]=2)[C:7]([O:9][CH3:10])=[O:8])[CH2:19][CH2:18]1. (2) Given the reactants CC1(C)OC(=O)[CH:5]([C:9]([C@@H:11]2[CH2:15][CH2:14][CH2:13][N:12]2[C:16]([O:18][C:19]([CH3:22])([CH3:21])[CH3:20])=[O:17])=[O:10])[C:4](=O)[O:3]1, predict the reaction product. The product is: [O:3]=[CH:4][CH2:5][C:9]([CH:11]1[CH2:15][CH2:14][CH2:13][N:12]1[C:16]([O:18][C:19]([CH3:22])([CH3:21])[CH3:20])=[O:17])=[O:10].